This data is from Full USPTO retrosynthesis dataset with 1.9M reactions from patents (1976-2016). The task is: Predict the reactants needed to synthesize the given product. (1) The reactants are: [Cl:1][C:2]1[CH:23]=[C:22]([Sn](CCCC)(CCCC)CCCC)[CH:21]=[CH:20][C:3]=1[C:4]([NH:6][C@H:7]([C:17]([OH:19])=[O:18])[CH2:8][NH:9][C:10]([C:12]1[S:13][CH:14]=[CH:15][CH:16]=1)=[O:11])=[O:5].[O:37]([CH2:44][C:45](Cl)=[O:46])[C:38]1[CH:43]=[CH:42][CH:41]=[CH:40][CH:39]=1.C(=O)([O-])[O-].[K+].[K+].C(N(C(C)C)CC)(C)C. Given the product [Cl:1][C:2]1[CH:23]=[C:22]([C:45](=[O:46])[CH2:44][O:37][C:38]2[CH:43]=[CH:42][CH:41]=[CH:40][CH:39]=2)[CH:21]=[CH:20][C:3]=1[C:4]([NH:6][C@H:7]([C:17]([OH:19])=[O:18])[CH2:8][NH:9][C:10]([C:12]1[S:13][CH:14]=[CH:15][CH:16]=1)=[O:11])=[O:5], predict the reactants needed to synthesize it. (2) Given the product [CH2:1]([C:3]1[N:7]([C:8]2[C:9]([CH3:29])=[C:10]([CH:26]=[CH:27][CH:28]=2)[CH2:11][NH:12][C:13]2[CH:25]=[CH:24][C:16]3[C@H:17]([CH2:20][C:21]([O-:23])=[O:22])[CH2:18][O:19][C:15]=3[CH:14]=2)[C:6]2[CH:30]=[C:31]([F:34])[CH:32]=[CH:33][C:5]=2[N:4]=1)[CH3:2].[Na+:36], predict the reactants needed to synthesize it. The reactants are: [CH2:1]([C:3]1[N:7]([C:8]2[C:9]([CH3:29])=[C:10]([CH:26]=[CH:27][CH:28]=2)[CH2:11][NH:12][C:13]2[CH:25]=[CH:24][C:16]3[C@H:17]([CH2:20][C:21]([OH:23])=[O:22])[CH2:18][O:19][C:15]=3[CH:14]=2)[C:6]2[CH:30]=[C:31]([F:34])[CH:32]=[CH:33][C:5]=2[N:4]=1)[CH3:2].[OH-].[Na+:36].C(#N)C. (3) Given the product [F:1][C:2]1[CH:3]=[C:4]2[C:5]([CH:8]=[CH:9][NH:15]2)=[CH:6][CH:7]=1, predict the reactants needed to synthesize it. The reactants are: [F:1][C:2]1[CH:7]=[CH:6][C:5]([CH2:8]/[CH:9]=N/NC(N)=O)=[C:4]([N+:15]([O-])=O)[CH:3]=1. (4) Given the product [C:27]1([C:33]2[CH:37]=[C:36]([C:13]([C:15]3[CH:16]=[C:17]([O:25][CH3:26])[C:18]([O:23][CH3:24])=[C:19]([O:21][CH3:22])[CH:20]=3)=[O:14])[NH:35][N:34]=2)[CH:28]=[CH:29][CH:30]=[CH:31][CH:32]=1, predict the reactants needed to synthesize it. The reactants are: C1(C2N=C([C:13]([C:15]3[CH:20]=[C:19]([O:21][CH3:22])[C:18]([O:23][CH3:24])=[C:17]([O:25][CH3:26])[CH:16]=3)=[O:14])C=CC=2)C=CC=CC=1.[C:27]1([C:33]2[CH:37]=[C:36](C(O)=O)[NH:35][N:34]=2)[CH:32]=[CH:31][CH:30]=[CH:29][CH:28]=1. (5) Given the product [N+:19]([C:17]1[CH:16]=[CH:15][C:14]2[NH:8][CH2:9][CH2:10][CH2:11][O:12][C:13]=2[CH:18]=1)([O-:21])=[O:20], predict the reactants needed to synthesize it. The reactants are: [OH-].[K+].C(OC([N:8]1[C:14]2[CH:15]=[CH:16][C:17]([N+:19]([O-:21])=[O:20])=[CH:18][C:13]=2[O:12][CH2:11][CH2:10][CH2:9]1)=O)C. (6) The reactants are: [H][H].[NH3:3].[CH2:4]([O:8][C:9]1[N:17]=[C:16]2[C:12]([N:13]=[CH:14][N:15]2[C@@H:18]2[O:30][C@H:29]([CH2:31][O:32]C(=O)C)[C@@H:24]([O:25]C(=O)C)[C@H:19]2[O:20]C(=O)C)=[C:11](Cl)[N:10]=1)[CH2:5][CH2:6][CH3:7]. Given the product [CH2:4]([O:8][C:9]1[N:10]=[C:11]([NH2:3])[C:12]2[N:13]=[CH:14][N:15]([C:16]=2[N:17]=1)[C@@H:18]1[O:30][C@H:29]([CH2:31][OH:32])[C@@H:24]([OH:25])[C@H:19]1[OH:20])[CH2:5][CH2:6][CH3:7], predict the reactants needed to synthesize it. (7) Given the product [N:1]1([C:9]2[N:14]=[CH:13][N:12]=[C:11]([O:15][CH:16]3[CH2:17][CH2:18][N:19]([C:22]([O:24][C:25]4([CH3:26])[CH2:28][CH2:27]4)=[O:23])[CH2:20][CH2:21]3)[C:10]=2[CH3:29])[C:8]2[N:4]([N:5]=[CH:6][CH:7]=2)[CH2:3][CH2:2]1, predict the reactants needed to synthesize it. The reactants are: [N:1]1([C:9]2[N:14]=[CH:13][N:12]=[C:11]([O:15][CH:16]3[CH2:21][CH2:20][N:19]([C:22]([O:24][C:25]([CH3:28])([CH3:27])[CH3:26])=[O:23])[CH2:18][CH2:17]3)[C:10]=2[CH3:29])[C:8]2[N:4]([N:5]=[CH:6][CH:7]=2)[CH2:3][CH2:2]1.Cl.C(N(CC)CC)C.C(=O)(OC1C=CC([N+]([O-])=O)=CC=1)OC1(C)CC1. (8) Given the product [CH2:1]([O:5][CH2:6][CH2:7][O:8][C:9]1[CH:10]=[CH:11][C:12]([C:15]2[CH:16]=[CH:17][C:18]3[N:24]([CH2:25][CH2:26][CH3:27])[CH2:23][CH2:22][C:21]([C:28]([NH:30][C:31]4[CH:32]=[CH:33][C:34]([CH2:37][S:38]([C:39]5[CH:44]=[CH:43][CH:42]=[CH:41][N:40]=5)=[O:54])=[CH:35][CH:36]=4)=[O:29])=[CH:20][C:19]=3[CH:45]=2)=[CH:13][CH:14]=1)[CH2:2][CH2:3][CH3:4], predict the reactants needed to synthesize it. The reactants are: [CH2:1]([O:5][CH2:6][CH2:7][O:8][C:9]1[CH:14]=[CH:13][C:12]([C:15]2[CH:16]=[CH:17][C:18]3[N:24]([CH2:25][CH2:26][CH3:27])[CH2:23][CH2:22][C:21]([C:28]([NH:30][C:31]4[CH:36]=[CH:35][C:34]([CH2:37][S:38][C:39]5[CH:44]=[CH:43][CH:42]=[CH:41][N:40]=5)=[CH:33][CH:32]=4)=[O:29])=[CH:20][C:19]=3[CH:45]=2)=[CH:11][CH:10]=1)[CH2:2][CH2:3][CH3:4].ClC1C=CC=C(C(OO)=[O:54])C=1.S([O-])([O-])(=O)=S.[Na+].[Na+]. (9) The reactants are: [CH2:1]([O:5][CH2:6][CH2:7][O:8][C:9]1[CH:14]=[CH:13][C:12]([C:15]2[CH:16]=[CH:17][C:18]3[N:24]([CH2:25][CH:26]([CH3:28])[CH3:27])[CH2:23][CH2:22][C:21]([C:29]([NH:31][C:32]4[CH:33]=[N:34][C:35]([S:38][CH2:39][C:40]5[CH:41]=[N:42][CH:43]=[CH:44][CH:45]=5)=[CH:36][CH:37]=4)=[O:30])=[CH:20][C:19]=3[CH:46]=2)=[CH:11][CH:10]=1)[CH2:2][CH2:3][CH3:4].ClC1C=CC=C(C(OO)=[O:55])C=1.S([O-])([O-])(=O)=S.[Na+].[Na+]. Given the product [CH2:1]([O:5][CH2:6][CH2:7][O:8][C:9]1[CH:14]=[CH:13][C:12]([C:15]2[CH:16]=[CH:17][C:18]3[N:24]([CH2:25][CH:26]([CH3:27])[CH3:28])[CH2:23][CH2:22][C:21]([C:29]([NH:31][C:32]4[CH:33]=[N:34][C:35]([S:38]([CH2:39][C:40]5[CH:41]=[N:42][CH:43]=[CH:44][CH:45]=5)=[O:55])=[CH:36][CH:37]=4)=[O:30])=[CH:20][C:19]=3[CH:46]=2)=[CH:11][CH:10]=1)[CH2:2][CH2:3][CH3:4], predict the reactants needed to synthesize it. (10) The reactants are: N[C:2]1[CH:7]=[CH:6][C:5]([N:8]2[C:16](=[O:17])[C:15]3[C:10](=[CH:11][CH:12]=[CH:13][CH:14]=3)[C:9]2=[O:18])=[CH:4][C:3]=1[S:19]([F:24])([F:23])([F:22])([F:21])[F:20].S(=O)(=O)(O)O.N([O-])=O.[Na+].[Cu][C:35]#[N:36].[C-]#N.[K+]. Given the product [O:17]=[C:16]1[C:15]2[C:10](=[CH:11][CH:12]=[CH:13][CH:14]=2)[C:9](=[O:18])[N:8]1[C:5]1[CH:6]=[CH:7][C:2]([C:35]#[N:36])=[C:3]([S:19]([F:22])([F:24])([F:21])([F:20])[F:23])[CH:4]=1, predict the reactants needed to synthesize it.